Dataset: Reaction yield outcomes from USPTO patents with 853,638 reactions. Task: Predict the reaction yield, written as a fraction of the theoretical maximum amount of product (1.0 means a 100% yield; for example, 0.34 means a 34% yield). (1) The reactants are [Cl:1][C:2]1[CH:25]=[C:24]([Cl:26])[CH:23]=[CH:22][C:3]=1[CH2:4][N:5]1[C:9]([CH2:10][CH2:11][C:12]([O:14][CH2:15][CH3:16])=[O:13])=[CH:8][C:7]([O:17][CH2:18][C:19]([OH:21])=O)=[N:6]1.[C:27]([NH:30][NH2:31])(=[O:29])[CH3:28]. The catalyst is O1CCCC1. The product is [C:27]([NH:30][NH:31][C:19](=[O:21])[CH2:18][O:17][C:7]1[CH:8]=[C:9]([CH2:10][CH2:11][C:12]([O:14][CH2:15][CH3:16])=[O:13])[N:5]([CH2:4][C:3]2[CH:22]=[CH:23][C:24]([Cl:26])=[CH:25][C:2]=2[Cl:1])[N:6]=1)(=[O:29])[CH3:28]. The yield is 0.900. (2) The reactants are [CH:1]([C:3]1[CH:8]=[CH:7][C:6]([NH:9][C:10]([CH2:12][CH2:13][CH2:14][CH2:15][N:16]([CH3:43])[C:17]([CH2:19][CH2:20][N:21]2[CH2:26][CH2:25][CH:24]([O:27][C:28](=[O:42])[NH:29][C:30]3[CH:35]=[CH:34][CH:33]=[CH:32][C:31]=3[C:36]3[CH:41]=[CH:40][CH:39]=[CH:38][CH:37]=3)[CH2:23][CH2:22]2)=[O:18])=[O:11])=[CH:5][CH:4]=1)=O.C(O)(=O)C.[NH2:48][CH2:49][C@@H:50]([C:59]1[CH:68]=[CH:67][C:66]([OH:69])=[C:65]2[C:60]=1[CH:61]=[CH:62][C:63](=[O:70])[NH:64]2)[O:51][Si:52]([C:55]([CH3:58])([CH3:57])[CH3:56])([CH3:54])[CH3:53].C(Cl)Cl.C(O[BH-](OC(=O)C)OC(=O)C)(=O)C.[Na+]. The catalyst is CO. The product is [C:55]([Si:52]([CH3:54])([CH3:53])[O:51][C@H:50]([C:59]1[CH:68]=[CH:67][C:66]([OH:69])=[C:65]2[C:60]=1[CH:61]=[CH:62][C:63](=[O:70])[NH:64]2)[CH2:49][NH:48][CH2:1][C:3]1[CH:4]=[CH:5][C:6]([NH:9][C:10]([CH2:12][CH2:13][CH2:14][CH2:15][N:16]([CH3:43])[C:17]([CH2:19][CH2:20][N:21]2[CH2:22][CH2:23][CH:24]([O:27][C:28](=[O:42])[NH:29][C:30]3[CH:35]=[CH:34][CH:33]=[CH:32][C:31]=3[C:36]3[CH:37]=[CH:38][CH:39]=[CH:40][CH:41]=3)[CH2:25][CH2:26]2)=[O:18])=[O:11])=[CH:7][CH:8]=1)([CH3:58])([CH3:57])[CH3:56]. The yield is 0.820. (3) The reactants are [Cl:1][C:2]1[N:10]=[C:9]([CH3:11])[CH:8]=[CH:7][C:3]=1[C:4]([OH:6])=[O:5].[OH-:12].[K+].[Mn]([O-])(=O)(=O)=O.[K+].[OH2:20]. No catalyst specified. The product is [Cl:1][C:2]1[C:3]([C:4]([OH:6])=[O:5])=[CH:7][CH:8]=[C:9]([C:11]([OH:20])=[O:12])[N:10]=1. The yield is 0.750.